This data is from Reaction yield outcomes from USPTO patents with 853,638 reactions. The task is: Predict the reaction yield, written as a fraction of the theoretical maximum amount of product (1.0 means a 100% yield; for example, 0.34 means a 34% yield). (1) The reactants are N1C=CC=C(NC(=S)OC/C=C(\C)/CC/C=C(\C)/CC/C=C(\C)/CCC=C(C)C)C=1.[CH2:31]([CH2:41]/[C:42](/[CH3:51])=[CH:43]/[CH2:44][CH2:45]/[C:46](/[CH3:50])=[CH:47]/[CH2:48][OH:49])/[CH:32]=[C:33](/[CH2:35][CH2:36][CH:37]=[C:38]([CH3:40])[CH3:39])\[CH3:34].[N:52]1[CH:57]=[CH:56][C:55]([N:58]=[C:59]=[O:60])=[CH:54][CH:53]=1. No catalyst specified. The product is [N:52]1[CH:57]=[CH:56][C:55]([NH:58][C:59](=[O:60])[O:49][CH2:48]/[CH:47]=[C:46](\[CH3:50])/[CH2:45][CH2:44]/[CH:43]=[C:42](\[CH3:51])/[CH2:41][CH2:31]/[CH:32]=[C:33](\[CH3:34])/[CH2:35][CH2:36][CH:37]=[C:38]([CH3:40])[CH3:39])=[CH:54][CH:53]=1. The yield is 0.0300. (2) The reactants are [Cl:1][C:2]1[CH:25]=[CH:24][C:5]([CH2:6][N:7]2[C:12](=[O:13])[C:11](Br)=[N:10][N:9]([C:15]3[CH:16]=[C:17]([CH:20]=[CH:21][CH:22]=3)[C:18]#[N:19])[C:8]2=[O:23])=[CH:4][CH:3]=1.[CH3:26][O-:27].[Na+]. The catalyst is CN(C=O)C. The product is [Cl:1][C:2]1[CH:25]=[CH:24][C:5]([CH2:6][N:7]2[C:12](=[O:13])[C:11]([O:27][CH3:26])=[N:10][N:9]([C:15]3[CH:16]=[C:17]([CH:20]=[CH:21][CH:22]=3)[C:18]#[N:19])[C:8]2=[O:23])=[CH:4][CH:3]=1. The yield is 0.570. (3) The reactants are [NH2:1][CH:2]([C:4]1[N:5]([C:15]2[CH:20]=[CH:19][CH:18]=[CH:17][CH:16]=2)[C:6](=[O:14])[C:7]2[N:8]([CH:10]=[CH:11][C:12]=2[CH3:13])[CH:9]=1)[CH3:3].[NH2:21][C:22]1[C:27]([C:28]#[N:29])=[C:26](Cl)[N:25]=[CH:24][N:23]=1.C(N(CC)CC)C. The catalyst is CCCCO. The product is [NH2:21][C:22]1[C:27]([C:28]#[N:29])=[C:26]([NH:1][CH:2]([C:4]2[N:5]([C:15]3[CH:20]=[CH:19][CH:18]=[CH:17][CH:16]=3)[C:6](=[O:14])[C:7]3[N:8]([CH:10]=[CH:11][C:12]=3[CH3:13])[CH:9]=2)[CH3:3])[N:25]=[CH:24][N:23]=1. The yield is 0.550. (4) The product is [CH3:21][N:22]([CH3:24])[CH:23]=[N:17][C:15]([C:9]1[CH:10]=[C:11]2[N:7]([N:8]=1)[C:6]1[CH:18]=[C:2]([Br:1])[CH:3]=[CH:4][C:5]=1[O:14][CH2:13][CH2:12]2)=[O:16]. The catalyst is O1CCOCC1. The reactants are [Br:1][C:2]1[CH:3]=[CH:4][C:5]2[O:14][CH2:13][CH2:12][C:11]3[N:7]([N:8]=[C:9]([C:15]([NH2:17])=[O:16])[CH:10]=3)[C:6]=2[CH:18]=1.CO[CH:21](OC)[N:22]([CH3:24])[CH3:23]. The yield is 0.970. (5) The reactants are C[O:2][C:3]([C:5]1[CH:10]=[CH:9][N:8]=[C:7]([C:11]2[N:12]=[CH:13][N:14]([CH3:17])[C:15]=2Br)[CH:6]=1)=[O:4].[CH:18]1([CH2:21][O:22][C:23]2[CH:28]=[C:27]([F:29])[CH:26]=[CH:25][C:24]=2B(O)O)[CH2:20][CH2:19]1. No catalyst specified. The product is [CH:18]1([CH2:21][O:22][C:23]2[CH:28]=[C:27]([F:29])[CH:26]=[CH:25][C:24]=2[C:15]2[N:14]([CH3:17])[CH:13]=[N:12][C:11]=2[C:7]2[CH:6]=[C:5]([C:3]([OH:2])=[O:4])[CH:10]=[CH:9][N:8]=2)[CH2:19][CH2:20]1. The yield is 0.100. (6) The reactants are C1C(=O)N([Br:8])C(=O)C1.[NH2:9][C:10]1[C:11]([Cl:30])=[C:12]([C:26]([Cl:29])=[CH:27][CH:28]=1)[CH2:13][CH:14]1[CH2:18][CH2:17][N:16]([CH:19]2[CH2:24][CH2:23][CH2:22][CH2:21][CH2:20]2)[C:15]1=[O:25]. The catalyst is C(Cl)(Cl)(Cl)Cl. The product is [NH2:9][C:10]1[C:11]([Cl:30])=[C:12]([C:26]([Cl:29])=[CH:27][C:28]=1[Br:8])[CH2:13][CH:14]1[CH2:18][CH2:17][N:16]([CH:19]2[CH2:20][CH2:21][CH2:22][CH2:23][CH2:24]2)[C:15]1=[O:25]. The yield is 0.960. (7) The reactants are [F:1][C:2]1[CH:3]=[C:4]([C:8]2[CH:27]=[CH:26][C:11]([C:12]([NH:14][CH2:15][CH2:16][N:17](C)[C:18](=O)OC(C)(C)C)=[O:13])=[CH:10][N:9]=2)[CH:5]=[CH:6][CH:7]=1.[ClH:28]. The catalyst is O1CCOCC1. The product is [ClH:28].[F:1][C:2]1[CH:3]=[C:4]([C:8]2[CH:27]=[CH:26][C:11]([C:12]([NH:14][CH2:15][CH2:16][NH:17][CH3:18])=[O:13])=[CH:10][N:9]=2)[CH:5]=[CH:6][CH:7]=1. The yield is 0.930. (8) The reactants are [F:1][C:2]1[CH:7]=[CH:6][C:5]([O:8][CH3:9])=[CH:4][C:3]=1[C:10]1[CH:15]=[CH:14][C:13]([CH2:16][OH:17])=[CH:12][C:11]=1[CH:18]([OH:23])[C:19]([CH3:22])([CH3:21])[CH3:20].[Si:24](Cl)([C:27]([CH3:30])([CH3:29])[CH3:28])([CH3:26])[CH3:25]. The catalyst is C(Cl)Cl.CN(C1C=CN=CC=1)C. The product is [CH3:28][C:27]([Si:24]([CH3:26])([CH3:25])[O:17][CH2:16][C:13]1[CH:14]=[CH:15][C:10]([C:3]2[CH:4]=[C:5]([O:8][CH3:9])[CH:6]=[CH:7][C:2]=2[F:1])=[C:11]([CH:18]([OH:23])[C:19]([CH3:20])([CH3:22])[CH3:21])[CH:12]=1)([CH3:30])[CH3:29]. The yield is 0.960. (9) The reactants are [CH3:1][O:2][C:3]1[C:12]2[C:11](=[O:13])[N:10]([CH2:14][C:15]([OH:17])=O)[N:9]=[N:8][C:7]=2[CH:6]=[CH:5][CH:4]=1.[F:18][C:19]1[CH:24]=[C:23]([C:25]([F:28])([F:27])[F:26])[CH:22]=[CH:21][C:20]=1[C@@H:29]([NH2:31])[CH3:30]. No catalyst specified. The product is [F:18][C:19]1[CH:24]=[C:23]([C:25]([F:27])([F:28])[F:26])[CH:22]=[CH:21][C:20]=1[C@@H:29]([NH:31][C:15](=[O:17])[CH2:14][N:10]1[C:11](=[O:13])[C:12]2[C:3]([O:2][CH3:1])=[CH:4][CH:5]=[CH:6][C:7]=2[N:8]=[N:9]1)[CH3:30]. The yield is 0.730.